The task is: Predict the product of the given reaction.. This data is from Forward reaction prediction with 1.9M reactions from USPTO patents (1976-2016). (1) Given the reactants [F:1][C:2]1[CH:7]=[CH:6][CH:5]=[CH:4][C:3]=1[N:8]1[C:16](=[O:17])[C:15]2[C@@H:14]3[C:18]([CH3:20])([CH3:19])[C@@:11]([CH3:21])([CH2:12][CH2:13]3)[C:10]=2[NH:9]1.IC.O.[C:25](=O)(O)[O-].[Na+], predict the reaction product. The product is: [F:1][C:2]1[CH:7]=[CH:6][CH:5]=[CH:4][C:3]=1[N:8]1[C:16](=[O:17])[C:15]2[C@@H:14]3[C:18]([CH3:20])([CH3:19])[C@@:11]([CH3:21])([CH2:12][CH2:13]3)[C:10]=2[N:9]1[CH3:25]. (2) Given the reactants [NH:1]1C2C(=CC=CC=2)C[C:2]1=[O:10].[Cl-].[Li+].[CH2:13]([Li])[CH2:14][CH2:15][CH3:16].I[CH3:19].O1[CH2:24][CH2:23][CH2:22][CH2:21]1, predict the reaction product. The product is: [CH3:16][C:15]1([CH3:19])[C:14]2[C:13](=[CH:24][CH:23]=[CH:22][CH:21]=2)[NH:1][C:2]1=[O:10]. (3) Given the reactants [CH2:1]([C:3]1[CH:11]=[C:10]2[C:6]([CH:7]=[CH:8][N:9]2[C:12]2[CH:17]=[CH:16][C:15]([O:18]C)=[C:14]([F:20])[CH:13]=2)=[C:5]([O:21]C)[CH:4]=1)[CH3:2].B(Br)(Br)Br, predict the reaction product. The product is: [CH2:1]([C:3]1[CH:4]=[C:5]([OH:21])[C:6]2[CH:7]=[CH:8][N:9]([C:12]3[CH:17]=[CH:16][C:15]([OH:18])=[C:14]([F:20])[CH:13]=3)[C:10]=2[CH:11]=1)[CH3:2]. (4) Given the reactants C([O-])([O-])=O.[Na+].[Na+].[CH3:7][O:8][C:9](=[O:20])[CH2:10][O:11][C:12]1[CH:17]=[CH:16][C:15]([Cl:18])=[CH:14][C:13]=1Br.[C:21]1(B(O)O)[CH:26]=[CH:25][CH:24]=[CH:23][CH:22]=1.Cl.[Na+].[Cl-], predict the reaction product. The product is: [CH3:7][O:8][C:9](=[O:20])[CH2:10][O:11][C:12]1[CH:17]=[CH:16][C:15]([Cl:18])=[CH:14][C:13]=1[C:21]1[CH:26]=[CH:25][CH:24]=[CH:23][CH:22]=1. (5) Given the reactants O.O.[Sn](Cl)Cl.[CH:6]([NH:9][S:10]([C:13]1[CH:18]=[CH:17][C:16]([C:19]2[CH:24]=[CH:23][C:22]([N+:25]([O-])=O)=[CH:21][CH:20]=2)=[CH:15][CH:14]=1)(=[O:12])=[O:11])([CH3:8])[CH3:7], predict the reaction product. The product is: [NH2:25][C:22]1[CH:23]=[CH:24][C:19]([C:16]2[CH:17]=[CH:18][C:13]([S:10]([NH:9][CH:6]([CH3:8])[CH3:7])(=[O:12])=[O:11])=[CH:14][CH:15]=2)=[CH:20][CH:21]=1. (6) The product is: [Br:24][C:5]1[CH:6]=[CH:7][C:2]([F:1])=[C:3]([N+:9]([O-:11])=[O:10])[C:4]=1[CH3:8]. Given the reactants [F:1][C:2]1[CH:7]=[CH:6][CH:5]=[C:4]([CH3:8])[C:3]=1[N+:9]([O-:11])=[O:10].OS(O)(=O)=O.C1C(=O)N([Br:24])C(=O)C1, predict the reaction product. (7) Given the reactants [CH3:1][O:2][C:3]1[CH:9]=[CH:8][C:7]([CH3:10])=[CH:6][C:4]=1[NH2:5].[I-].[Na+].S(=O)(=O)(O)O.[CH:18]([CH:20]=[CH2:21])=O, predict the reaction product. The product is: [CH3:1][O:2][C:3]1[CH:9]=[CH:8][C:7]([CH3:10])=[C:6]2[C:4]=1[N:5]=[CH:21][CH:20]=[CH:18]2.